From a dataset of M1 muscarinic receptor antagonist screen with 61,756 compounds. Binary Classification. Given a drug SMILES string, predict its activity (active/inactive) in a high-throughput screening assay against a specified biological target. (1) The molecule is S(=O)(=O)(N1CCCC1)c1ccc(cc1)C(=O)NCc1n(c2ccc(F)cc2)c(=S)[nH]n1. The result is 0 (inactive). (2) The molecule is s1c(NC(=O)C2(CCCC2)c2ccccc2)nnc1. The result is 0 (inactive). (3) The molecule is S(CC(OC1CCCCC1)=O)c1n(CC)c(=O)c2c(n1)cccc2. The result is 0 (inactive). (4) The drug is O(c1nc(nc(c2ccccc2)c1)N)C. The result is 0 (inactive). (5) The molecule is n1(ncc2c1ncnc2NCc1ncccc1)c1c(cc(cc1)C)C. The result is 0 (inactive). (6) The molecule is O(C(=O)C12CC3CC(C2)CC(C1)C3)CCN(CC)CC. The result is 1 (active). (7) The drug is Clc1cc(N2CCN(CC2)C(c2sc3n(nc(n3)C)c2O)c2occc2)ccc1. The result is 0 (inactive). (8) The molecule is Clc1cc(N2CCN(CC2)CC(O)COc2ccc(NC(=O)C)cc2)c(cc1)C. The result is 0 (inactive). (9) The compound is s1c(c(c(c1NC(=O)CSc1nc(N)c(cn1)C(OCC)=O)C#N)C)C. The result is 0 (inactive).